Dataset: Catalyst prediction with 721,799 reactions and 888 catalyst types from USPTO. Task: Predict which catalyst facilitates the given reaction. Reactant: [OH:1][CH:2]([C:11]1[CH:28]=[CH:27][C:14]2[CH2:15][CH2:16][N:17]([C:20]([O:22][C:23]([CH3:26])([CH3:25])[CH3:24])=[O:21])[CH2:18][CH2:19][C:13]=2[CH:12]=1)[CH2:3][CH2:4][C:5]1[CH:9]=[CH:8][N:7]([CH3:10])[N:6]=1.[H-].[Na+].I[CH3:32]. Product: [CH3:32][O:1][CH:2]([C:11]1[CH:28]=[CH:27][C:14]2[CH2:15][CH2:16][N:17]([C:20]([O:22][C:23]([CH3:25])([CH3:24])[CH3:26])=[O:21])[CH2:18][CH2:19][C:13]=2[CH:12]=1)[CH2:3][CH2:4][C:5]1[CH:9]=[CH:8][N:7]([CH3:10])[N:6]=1. The catalyst class is: 264.